From a dataset of Forward reaction prediction with 1.9M reactions from USPTO patents (1976-2016). Predict the product of the given reaction. The product is: [NH2:32][C:30]1[CH:29]=[CH:28][C:3]([O:4][CH:5]2[CH2:10][CH2:9][N:8]([CH2:11][C:12]3[CH:13]=[CH:14][C:15]([C:18]([OH:27])([C:23]([F:26])([F:24])[F:25])[C:19]([F:20])([F:21])[F:22])=[CH:16][CH:17]=3)[CH2:7][CH2:6]2)=[C:2]([Br:1])[CH:31]=1. Given the reactants [Br:1][C:2]1[CH:31]=[C:30]([N+:32]([O-])=O)[CH:29]=[CH:28][C:3]=1[O:4][CH:5]1[CH2:10][CH2:9][N:8]([CH2:11][C:12]2[CH:17]=[CH:16][C:15]([C:18]([OH:27])([C:23]([F:26])([F:25])[F:24])[C:19]([F:22])([F:21])[F:20])=[CH:14][CH:13]=2)[CH2:7][CH2:6]1.Cl, predict the reaction product.